Dataset: Reaction yield outcomes from USPTO patents with 853,638 reactions. Task: Predict the reaction yield, written as a fraction of the theoretical maximum amount of product (1.0 means a 100% yield; for example, 0.34 means a 34% yield). The catalyst is CN(C)C=O. The yield is 0.618. The reactants are [Br:1][C:2]1[CH:7]=[CH:6][C:5]([N:8]2[C:12](=[O:13])[NH:11][N:10]=[CH:9]2)=[C:4]([F:14])[CH:3]=1.[H-].[Na+].CS(O[C@H:22]1[CH2:26][CH2:25][O:24][CH2:23]1)(=O)=O. The product is [Br:1][C:2]1[CH:7]=[CH:6][C:5]([N:8]2[C:12](=[O:13])[N:11]([C@@H:22]3[CH2:26][CH2:25][O:24][CH2:23]3)[N:10]=[CH:9]2)=[C:4]([F:14])[CH:3]=1.